The task is: Predict the reaction yield, written as a fraction of the theoretical maximum amount of product (1.0 means a 100% yield; for example, 0.34 means a 34% yield).. This data is from Reaction yield outcomes from USPTO patents with 853,638 reactions. (1) The reactants are [F:1][C:2]1[CH:14]=[CH:13][C:5]2[S:6][C:7]([CH2:10][NH:11][CH3:12])=[C:8]([CH3:9])[C:4]=2[CH:3]=1.[O:15]=[C:16]1[CH2:21][O:20][C:19]2[CH:22]=[C:23](/[CH:26]=[CH:27]/[C:28]([OH:30])=O)[CH:24]=[N:25][C:18]=2[NH:17]1.ON1C2C=CC=CC=2N=N1.C(N(C(C)C)CC)(C)C.CN(C)CCCN=C=NCC. The catalyst is CN(C=O)C.O. The product is [F:1][C:2]1[CH:14]=[CH:13][C:5]2[S:6][C:7]([CH2:10][N:11]([CH3:12])[C:28](=[O:30])/[CH:27]=[CH:26]/[C:23]3[CH:24]=[N:25][C:18]4[NH:17][C:16](=[O:15])[CH2:21][O:20][C:19]=4[CH:22]=3)=[C:8]([CH3:9])[C:4]=2[CH:3]=1. The yield is 0.130. (2) The reactants are [O:1]=[C:2]1[NH:7][C:6]([N:8]2[CH2:13][CH2:12][N:11]([C:14]([O:16][C:17]([CH3:20])([CH3:19])[CH3:18])=[O:15])[CH2:10][CH2:9]2)=[N:5][C:4]2[N:21]=[CH:22][CH:23]=[CH:24][C:3]1=2.[CH2:25]1COCC1.C[I:31]. The catalyst is CO. The product is [I-:31].[CH3:25][N+:21]1[C:4]2[N:5]=[C:6]([N:8]3[CH2:13][CH2:12][N:11]([C:14]([O:16][C:17]([CH3:20])([CH3:19])[CH3:18])=[O:15])[CH2:10][CH2:9]3)[NH:7][C:2](=[O:1])[C:3]=2[CH:24]=[CH:23][CH:22]=1. The yield is 1.00. (3) The reactants are [Cl:1][C:2]1[CH:3]=[CH:4][C:5]([F:28])=[C:6]([C:8]2[O:12][N:11]=[C:10]([CH2:13][S:14][C:15]3[N:19]([CH2:20][CH2:21]O)[C:18]([C:23]4[S:24][CH:25]=[CH:26][CH:27]=4)=[N:17][N:16]=3)[N:9]=2)[CH:7]=1.CCN(S(F)(F)[F:35])CC. The catalyst is C1COCC1. The product is [Cl:1][C:2]1[CH:3]=[CH:4][C:5]([F:28])=[C:6]([C:8]2[O:12][N:11]=[C:10]([CH2:13][S:14][C:15]3[N:19]([CH2:20][CH2:21][F:35])[C:18]([C:23]4[S:24][CH:25]=[CH:26][CH:27]=4)=[N:17][N:16]=3)[N:9]=2)[CH:7]=1. The yield is 0.220. (4) The reactants are Cl[C:2]1[C:3]2[CH:10]=[CH:9][N:8]([CH:11]3[CH2:16][CH2:15][N:14]([C:17]([O:19][C:20]([CH3:23])([CH3:22])[CH3:21])=[O:18])[CH2:13][CH2:12]3)[C:4]=2[N:5]=[CH:6][N:7]=1.C1N2CCN(CC2)C1.C(=O)([O-])[O-:33].[K+].[K+].O1CCOCC1. The catalyst is O. The product is [O:33]=[C:2]1[NH:7][CH:6]=[N:5][C:4]2[N:8]([CH:11]3[CH2:16][CH2:15][N:14]([C:17]([O:19][C:20]([CH3:23])([CH3:22])[CH3:21])=[O:18])[CH2:13][CH2:12]3)[CH:9]=[CH:10][C:3]1=2. The yield is 0.550. (5) The reactants are [F:1][P-](F)(F)(F)(F)F.[CH3:8][O:9][C:10]([C:12]1[S:16][CH:15]=[C:14]([N+]#N)[CH:13]=1)=[O:11].N#N. No catalyst specified. The product is [F:1][C:14]1[CH:13]=[C:12]([C:10]([O:9][CH3:8])=[O:11])[S:16][CH:15]=1. The yield is 0.590.